This data is from Reaction yield outcomes from USPTO patents with 853,638 reactions. The task is: Predict the reaction yield, written as a fraction of the theoretical maximum amount of product (1.0 means a 100% yield; for example, 0.34 means a 34% yield). (1) The reactants are [H-].[Na+].[Cl:3][C:4]1[CH:9]=[C:8]([O:10][CH:11]2[CH2:14][CH:13]([OH:15])[CH2:12]2)[CH:7]=[CH:6][N:5]=1.FC(F)(F)S(O[CH2:22][C:23]([F:26])([F:25])[F:24])(=O)=O. The catalyst is C1COCC1.CCOC(C)=O.[NH4+].[Cl-]. The product is [Cl:3][C:4]1[CH:9]=[C:8]([O:10][CH:11]2[CH2:12][CH:13]([O:15][CH2:22][C:23]([F:26])([F:25])[F:24])[CH2:14]2)[CH:7]=[CH:6][N:5]=1. The yield is 0.370. (2) The reactants are [NH2:1][C:2]1[CH:15]=[CH:14][C:5]([CH:6]=[C:7]2[S:11][C:10](=[O:12])[NH:9][C:8]2=[O:13])=[CH:4][C:3]=1[NH:16][CH2:17][CH3:18].[CH:19](O)=O. No catalyst specified. The product is [CH2:17]([N:16]1[C:3]2[CH:4]=[C:5]([CH:6]=[C:7]3[S:11][C:10](=[O:12])[NH:9][C:8]3=[O:13])[CH:14]=[CH:15][C:2]=2[N:1]=[CH:19]1)[CH3:18]. The yield is 0.630. (3) The reactants are [C:1]([O:5][C:6](=[O:34])[NH:7][C@@H:8]1[C:14](=[O:15])[N:13]([CH2:16]C2C3C(=C(Br)C=CC=3)C=CC=2OC)[C:12]2[CH:30]=[CH:31][CH:32]=[CH:33][C:11]=2[NH:10][CH2:9]1)([CH3:4])([CH3:3])[CH3:2].C(OC(=O)N[C@@H]1C(=O)NC2C=CC=CC=2NC1)(C)(C)C.BrC[C:57]1[C:65]2[C:60](=[CH:61][CH:62]=[CH:63][CH:64]=2)[N:59]([C:66]2[CH:73]=[CH:72][CH:71]=[CH:70][C:67]=2[C:68]#[N:69])[N:58]=1. No catalyst specified. The product is [C:1]([O:5][C:6](=[O:34])[NH:7][C@@H:8]1[C:14](=[O:15])[N:13]([CH2:16][C:57]2[C:65]3[C:60](=[CH:61][CH:62]=[CH:63][CH:64]=3)[N:59]([C:66]3[CH:73]=[CH:72][CH:71]=[CH:70][C:67]=3[C:68]#[N:69])[N:58]=2)[C:12]2[CH:30]=[CH:31][CH:32]=[CH:33][C:11]=2[NH:10][CH2:9]1)([CH3:2])([CH3:3])[CH3:4]. The yield is 0.729. (4) The reactants are [OH-].[Li+].[CH:3]1([C@H:9]([NH:14][C:15]([C:17]2[CH:22]=[CH:21][C:20]([F:23])=[CH:19][C:18]=2[NH:24][C:25]([NH:27][C:28]2[C:33]([Cl:34])=[CH:32][C:31]([O:35][C:36]([F:39])([F:38])[F:37])=[CH:30][C:29]=2[Cl:40])=[O:26])=[O:16])[C:10]([O:12]C)=[O:11])[CH2:8][CH2:7][CH2:6][CH2:5][CH2:4]1.CO.O. The catalyst is C1COCC1.CCCCCC.C(OCC)(=O)C. The product is [CH:3]1([C@H:9]([NH:14][C:15]([C:17]2[CH:22]=[CH:21][C:20]([F:23])=[CH:19][C:18]=2[NH:24][C:25]([NH:27][C:28]2[C:29]([Cl:40])=[CH:30][C:31]([O:35][C:36]([F:38])([F:39])[F:37])=[CH:32][C:33]=2[Cl:34])=[O:26])=[O:16])[C:10]([OH:12])=[O:11])[CH2:8][CH2:7][CH2:6][CH2:5][CH2:4]1. The yield is 0.450. (5) The reactants are [N+:1]([C:4]1[CH:17]=[C:16]2[C:11]([N:12]=[CH:13][CH:14]=[CH:15]2)=[C:10]2[C:5]=1[CH:6]=[CH:7][CH:8]=[N:9]2)([O-])=O.O.NN. The catalyst is CCO.[Pd]. The product is [N:9]1[C:10]2[C:11]3[C:16](=[CH:15][CH:14]=[CH:13][N:12]=3)[CH:17]=[C:4]([NH2:1])[C:5]=2[CH:6]=[CH:7][CH:8]=1. The yield is 0.810.